From a dataset of Catalyst prediction with 721,799 reactions and 888 catalyst types from USPTO. Predict which catalyst facilitates the given reaction. (1) Reactant: [F:1][C:2]([F:28])([F:27])[C:3]1[CH:8]=[CH:7][CH:6]=[CH:5][C:4]=1[C@H:9]1[C@H:14]([C:15]2[CH:20]=[CH:19][CH:18]=[CH:17][C:16]=2[C:21]([F:24])([F:23])[F:22])[N:13]2[CH2:25][CH2:26][N:10]1[CH2:11][CH2:12]2.[F:29][C:30]([F:37])([F:36])[S:31]([O:34]C)(=[O:33])=[O:32]. Product: [F:29][C:30]([F:37])([F:36])[S:31]([O-:34])(=[O:33])=[O:32].[CH3:30][N+:13]12[CH2:25][CH2:26][N:10]([CH2:11][CH2:12]1)[C@@H:9]([C:4]1[CH:5]=[CH:6][CH:7]=[CH:8][C:3]=1[C:2]([F:1])([F:27])[F:28])[C@@H:14]2[C:15]1[CH:20]=[CH:19][CH:18]=[CH:17][C:16]=1[C:21]([F:23])([F:24])[F:22]. The catalyst class is: 2. (2) Reactant: [CH3:1][O:2][C:3](=[O:15])[CH:4]([NH:7][C:8]([O:10][C:11]([CH3:14])([CH3:13])[CH3:12])=[O:9])[CH2:5][OH:6].[H-].[Na+].[H][H].[CH2:20](Br)[C:21]1[CH:26]=[CH:25][CH:24]=[CH:23][CH:22]=1. Product: [CH3:1][O:2][C:3](=[O:15])[C@@H:4]([NH:7][C:8]([O:10][C:11]([CH3:12])([CH3:14])[CH3:13])=[O:9])[CH2:5][O:6][CH2:20][C:21]1[CH:26]=[CH:25][C:24]([C:21]2[CH:26]=[CH:25][CH:24]=[CH:23][CH:22]=2)=[CH:23][CH:22]=1. The catalyst class is: 9. (3) Reactant: Br[C:2]1[CH:3]=[C:4]2[C:9](=[CH:10][CH:11]=1)[N:8]([CH3:12])[C:7](=[O:13])[CH2:6][CH2:5]2.[CH3:14][C:15]1([CH3:31])[C:19]([CH3:21])([CH3:20])[O:18][B:17]([B:17]2[O:18][C:19]([CH3:21])([CH3:20])[C:15]([CH3:31])([CH3:14])[O:16]2)[O:16]1.C([O-])(=O)C.[K+].O1CCOCC1. Product: [CH3:12][N:8]1[C:9]2[C:4](=[CH:3][C:2]([B:17]3[O:18][C:19]([CH3:21])([CH3:20])[C:15]([CH3:31])([CH3:14])[O:16]3)=[CH:11][CH:10]=2)[CH2:5][CH2:6][C:7]1=[O:13]. The catalyst class is: 25. (4) Reactant: C[C:2]1(C)[C:14]2[CH:13]=[C:12]([NH:15][C:16]3[CH:21]=[CH:20][CH:19]=[CH:18][C:17]=3Br)[CH:11]=C[C:9]=2[C:8]2[C:3]1=[CH:4][CH:5]=[CH:6][CH:7]=2.[C:24]([O-])(=O)[CH3:25].[K+].[CH3:29]N(C=O)C.O. Product: [CH3:29][C:24]1([CH3:25])[C:11]2[C:12]([N:15]=[C:16]3[C:21]=2[CH:20]=[CH:19][CH:18]=[CH:17]3)=[CH:13][C:14]2[CH:2]=[C:3]3[C:8]([C:9]1=2)=[CH:7][CH2:6][CH:5]=[CH:4]3. The catalyst class is: 206. (5) Reactant: [Br:1][C:2]1[CH:3]=[C:4]([CH:9](O)[CH3:10])[CH:5]=[CH:6][C:7]=1[F:8].C1(P(C2C=CC=CC=2)C2C=CC=CC=2)C=CC=CC=1.[Br:31]Br. Product: [Br:1][C:2]1[CH:3]=[C:4]([CH:9]([Br:31])[CH3:10])[CH:5]=[CH:6][C:7]=1[F:8]. The catalyst class is: 9. (6) The catalyst class is: 434. Product: [CH3:33][O:34][C:35]1[CH:40]=[C:39]([O:41][CH3:42])[CH:38]=[CH:37][C:36]=1[S:43]([N:9]1[C:10]2[C:15](=[CH:14][C:13]([CH3:16])=[CH:12][CH:11]=2)[C:7]([N:5]2[CH2:6][C@H:2]([F:1])[CH2:3][C@H:4]2[C:26]([N:28]([CH3:30])[CH3:29])=[O:27])([C:18]2[CH:23]=[CH:22][CH:21]=[CH:20][C:19]=2[O:24][CH3:25])[C:8]1=[O:17])(=[O:44])=[O:45]. Reactant: [F:1][C@H:2]1[CH2:6][N:5]([C:7]2([C:18]3[CH:23]=[CH:22][CH:21]=[CH:20][C:19]=3[O:24][CH3:25])[C:15]3[C:10](=[CH:11][CH:12]=[C:13]([CH3:16])[CH:14]=3)[NH:9][C:8]2=[O:17])[C@H:4]([C:26]([N:28]([CH3:30])[CH3:29])=[O:27])[CH2:3]1.[H-].[Na+].[CH3:33][O:34][C:35]1[CH:40]=[C:39]([O:41][CH3:42])[CH:38]=[CH:37][C:36]=1[S:43](Cl)(=[O:45])=[O:44].C(=O)([O-])[O-].[K+].[K+]. (7) Reactant: [F:1][C:2]1[CH:34]=[CH:33][CH:32]=[CH:31][C:3]=1[CH2:4][N:5]1[C:9]([C:10]2[S:11][CH:12]=[CH:13][N:14]=2)=[N:8][C:7]([C:15]2[N:20]=[C:19]([NH2:21])[C:18]([N:22]=NC3C=CC=CC=3)=[C:17]([NH2:30])[N:16]=2)=[N:6]1.[OH-].[Na+].S(S([O-])=O)([O-])=O.[Na+].[Na+].CC#N.CO. Product: [F:1][C:2]1[CH:34]=[CH:33][CH:32]=[CH:31][C:3]=1[CH2:4][N:5]1[C:9]([C:10]2[S:11][CH:12]=[CH:13][N:14]=2)=[N:8][C:7]([C:15]2[N:20]=[C:19]([NH2:21])[C:18]([NH2:22])=[C:17]([NH2:30])[N:16]=2)=[N:6]1. The catalyst class is: 3.